This data is from NCI-60 drug combinations with 297,098 pairs across 59 cell lines. The task is: Regression. Given two drug SMILES strings and cell line genomic features, predict the synergy score measuring deviation from expected non-interaction effect. (1) Drug 1: CC12CCC(CC1=CCC3C2CCC4(C3CC=C4C5=CN=CC=C5)C)O. Drug 2: CC1=C2C(C(=O)C3(C(CC4C(C3C(C(C2(C)C)(CC1OC(=O)C(C(C5=CC=CC=C5)NC(=O)OC(C)(C)C)O)O)OC(=O)C6=CC=CC=C6)(CO4)OC(=O)C)OC)C)OC. Cell line: MALME-3M. Synergy scores: CSS=39.1, Synergy_ZIP=16.2, Synergy_Bliss=15.7, Synergy_Loewe=7.37, Synergy_HSA=16.2. (2) Drug 1: CN(C)C1=NC(=NC(=N1)N(C)C)N(C)C. Drug 2: CS(=O)(=O)OCCCCOS(=O)(=O)C. Cell line: PC-3. Synergy scores: CSS=-4.21, Synergy_ZIP=-1.09, Synergy_Bliss=-9.35, Synergy_Loewe=-12.3, Synergy_HSA=-10.2. (3) Drug 1: CC1C(C(=O)NC(C(=O)N2CCCC2C(=O)N(CC(=O)N(C(C(=O)O1)C(C)C)C)C)C(C)C)NC(=O)C3=C4C(=C(C=C3)C)OC5=C(C(=O)C(=C(C5=N4)C(=O)NC6C(OC(=O)C(N(C(=O)CN(C(=O)C7CCCN7C(=O)C(NC6=O)C(C)C)C)C)C(C)C)C)N)C. Drug 2: CN1C(=O)N2C=NC(=C2N=N1)C(=O)N. Cell line: NCIH23. Synergy scores: CSS=1.37, Synergy_ZIP=-0.727, Synergy_Bliss=2.14, Synergy_Loewe=-7.19, Synergy_HSA=0.123. (4) Drug 1: COC1=C(C=C2C(=C1)N=CN=C2NC3=CC(=C(C=C3)F)Cl)OCCCN4CCOCC4. Drug 2: CCC(=C(C1=CC=CC=C1)C2=CC=C(C=C2)OCCN(C)C)C3=CC=CC=C3.C(C(=O)O)C(CC(=O)O)(C(=O)O)O. Cell line: SK-MEL-2. Synergy scores: CSS=18.2, Synergy_ZIP=-4.41, Synergy_Bliss=2.26, Synergy_Loewe=-1.98, Synergy_HSA=0.245. (5) Drug 1: C1CCC(C(C1)N)N.C(=O)(C(=O)[O-])[O-].[Pt+4]. Drug 2: CC1C(C(CC(O1)OC2CC(CC3=C2C(=C4C(=C3O)C(=O)C5=CC=CC=C5C4=O)O)(C(=O)C)O)N)O. Cell line: SW-620. Synergy scores: CSS=49.1, Synergy_ZIP=-8.50, Synergy_Bliss=-11.0, Synergy_Loewe=-5.67, Synergy_HSA=-4.32. (6) Drug 1: CNC(=O)C1=NC=CC(=C1)OC2=CC=C(C=C2)NC(=O)NC3=CC(=C(C=C3)Cl)C(F)(F)F. Synergy scores: CSS=3.16, Synergy_ZIP=1.74, Synergy_Bliss=2.05, Synergy_Loewe=1.41, Synergy_HSA=1.77. Cell line: HOP-92. Drug 2: CC12CCC3C(C1CCC2OP(=O)(O)O)CCC4=C3C=CC(=C4)OC(=O)N(CCCl)CCCl.[Na+].